This data is from Forward reaction prediction with 1.9M reactions from USPTO patents (1976-2016). The task is: Predict the product of the given reaction. (1) Given the reactants [ClH:1].[N:2]12[CH2:11][CH:6]3[CH2:7][CH:8]([CH2:10][CH:4]([C@H:5]3[NH2:12])[CH2:3]1)[CH2:9]2.[S:13]1[C:17]2[CH:18]=[CH:19][C:20]([C:22](O)=[O:23])=[CH:21][C:16]=2[N:15]=[N:14]1.N, predict the reaction product. The product is: [ClH:1].[N:2]12[CH2:11][CH:6]3[CH2:7][CH:8]([CH2:10][CH:4]([C@H:5]3[NH:12][C:22]([C:20]3[CH:19]=[CH:18][C:17]4[S:13][N:14]=[N:15][C:16]=4[CH:21]=3)=[O:23])[CH2:3]1)[CH2:9]2. (2) Given the reactants [I:1][C:2]1[CH:3]=[C:4]([C:8]2([NH:18]C(=O)OC(C)(C)C)[CH2:16][CH2:15][C:14]3[C:10](=[CH:11][N:12]([CH3:17])[N:13]=3)[CH2:9]2)[CH:5]=[CH:6][CH:7]=1.Cl, predict the reaction product. The product is: [I:1][C:2]1[CH:3]=[C:4]([C:8]2([NH2:18])[CH2:16][CH2:15][C:14]3[C:10](=[CH:11][N:12]([CH3:17])[N:13]=3)[CH2:9]2)[CH:5]=[CH:6][CH:7]=1. (3) Given the reactants [C:1]([C:5]1[CH:29]=[CH:28][C:8]([C:9]([NH:11][C@H:12]([C:21]([O:23][C:24]([CH3:27])([CH3:26])[CH3:25])=[O:22])[CH2:13][C:14]2[CH:19]=[CH:18][C:17]([OH:20])=[CH:16][CH:15]=2)=[O:10])=[CH:7][CH:6]=1)([CH3:4])([CH3:3])[CH3:2].CCN(C(C)C)C(C)C.C1C=CC(N([S:46]([C:49]([F:52])([F:51])[F:50])(=[O:48])=[O:47])[S:46]([C:49]([F:52])([F:51])[F:50])(=[O:48])=[O:47])=CC=1, predict the reaction product. The product is: [C:1]([C:5]1[CH:29]=[CH:28][C:8]([C:9]([NH:11][C@@H:12]([CH2:13][C:14]2[CH:15]=[CH:16][C:17]([O:20][S:46]([C:49]([F:52])([F:51])[F:50])(=[O:48])=[O:47])=[CH:18][CH:19]=2)[C:21]([O:23][C:24]([CH3:27])([CH3:26])[CH3:25])=[O:22])=[O:10])=[CH:7][CH:6]=1)([CH3:4])([CH3:2])[CH3:3]. (4) Given the reactants [CH2:1]([O:3][C:4]1[C:12]2[C:11](=[O:13])[N:10]([C:14]3[CH:19]=[CH:18][C:17]([CH2:20][C:21]([O:23][CH2:24][CH3:25])=[O:22])=[CH:16][C:15]=3[F:26])[C:9](=[O:27])[C:8]=2[C:7]([O:28][CH2:29][CH3:30])=[C:6]2[CH:31]=[CH:32][CH:33]=[CH:34][C:5]=12)[CH3:2].O1CCCC1.[BH4-].[Na+], predict the reaction product. The product is: [CH2:29]([O:28][C:7]1[C:8]2[C:9](=[O:27])[N:10]([C:14]3[CH:19]=[CH:18][C:17]([CH2:20][C:21]([O:23][CH2:24][CH3:25])=[O:22])=[CH:16][C:15]=3[F:26])[CH:11]([OH:13])[C:12]=2[C:4]([O:3][CH2:1][CH3:2])=[C:5]2[CH:34]=[CH:33][CH:32]=[CH:31][C:6]=12)[CH3:30].